Dataset: Reaction yield outcomes from USPTO patents with 853,638 reactions. Task: Predict the reaction yield, written as a fraction of the theoretical maximum amount of product (1.0 means a 100% yield; for example, 0.34 means a 34% yield). The reactants are [CH:1]([O:4][C:5]([N:7]1[CH2:12][CH2:11][CH:10]([O:13][C:14]2[C:19]([O:20][CH3:21])=[C:18]([NH:22][C:23]3[C:24]([CH3:34])=[N:25][C:26]([NH:29][CH2:30][CH2:31][O:32]C)=[CH:27][CH:28]=3)[N:17]=[CH:16][N:15]=2)[CH2:9][CH2:8]1)=[O:6])([CH3:3])[CH3:2].I[Si](C)(C)C. The catalyst is C(Cl)Cl. The product is [CH:1]([O:4][C:5]([N:7]1[CH2:8][CH2:9][CH:10]([O:13][C:14]2[C:19]([O:20][CH3:21])=[C:18]([NH:22][C:23]3[C:24]([CH3:34])=[N:25][C:26]([NH:29][CH2:30][CH2:31][OH:32])=[CH:27][CH:28]=3)[N:17]=[CH:16][N:15]=2)[CH2:11][CH2:12]1)=[O:6])([CH3:2])[CH3:3]. The yield is 0.370.